From a dataset of Full USPTO retrosynthesis dataset with 1.9M reactions from patents (1976-2016). Predict the reactants needed to synthesize the given product. (1) The reactants are: Br[C:2]1[CH:10]=[CH:9][CH:8]=[C:7]2[C:3]=1[CH:4]=[CH:5][NH:6]2.[F:11][C:12]1[CH:17]=[C:16]([F:18])[CH:15]=[CH:14][C:13]=1B(O)O.[OH-].[Na+]. Given the product [F:11][C:12]1[CH:17]=[C:16]([F:18])[CH:15]=[CH:14][C:13]=1[C:2]1[CH:10]=[CH:9][CH:8]=[C:7]2[C:3]=1[CH:4]=[CH:5][NH:6]2, predict the reactants needed to synthesize it. (2) Given the product [NH2:1][C@H:2]([C:15]([NH:17][C@H:18]([C:31]([NH:48][C@H:49]([C:54]([OH:56])=[O:55])[C@H:50]([CH2:52][CH3:53])[CH3:51])=[O:32])[CH2:19][CH2:20][CH2:21][CH2:22][NH2:23])=[O:16])[CH2:3][CH2:4][CH2:5][CH2:6][NH2:7].[CH3:57][N:58]1[C@@H:75]2[CH2:76][C:63]3[CH:64]=[CH:65][C:66]([O:77][CH3:78])=[C:67]4[O:68][C@H:69]5[C:70]([CH2:72][CH2:73][C@@H:74]2[C@:61]5([C:62]=34)[CH2:60][CH2:59]1)=[O:71], predict the reactants needed to synthesize it. The reactants are: [NH:1](C(OC(C)(C)C)=O)[C@H:2]([C:15]([NH:17][C@H:18]([C:31](ON1C(=O)CCC1=O)=[O:32])[CH2:19][CH2:20][CH2:21][CH2:22][NH:23]C(OC(C)(C)C)=O)=[O:16])[CH2:3][CH2:4][CH2:5][CH2:6][NH:7]C(OC(C)(C)C)=O.[NH2:48][C@H:49]([C:54]([OH:56])=[O:55])[C@H:50]([CH2:52][CH3:53])[CH3:51].[CH3:57][N:58]1[C@@H:75]2[CH2:76][C:63]3[CH:64]=[CH:65][C:66]([O:77][CH3:78])=[C:67]4[O:68][C@H:69]5[C:70]([CH2:72][CH2:73][C@@H:74]2[C@:61]5([C:62]=34)[CH2:60][CH2:59]1)=[O:71]. (3) Given the product [CH3:7][N:8]1[CH2:15][CH:14]2[C:16](=[CH2:1])[CH:10]([CH2:11][CH2:12][CH2:13]2)[CH2:9]1, predict the reactants needed to synthesize it. The reactants are: [CH3:1]C(C)([O-])C.[K+].[CH3:7][N:8]1[CH2:15][CH:14]2[C:16](=O)[CH:10]([CH2:11][CH2:12][CH2:13]2)[CH2:9]1.CCOCC. (4) Given the product [CH3:1][N:2]1[CH:6]=[C:5]([C:7]2[CH:20]=[CH:19][C:10]3[N:11]=[C:12]([N:14]4[CH2:15][C:16](=[O:18])[CH2:17]4)[S:13][C:9]=3[CH:8]=2)[CH:4]=[N:3]1, predict the reactants needed to synthesize it. The reactants are: [CH3:1][N:2]1[CH:6]=[C:5]([C:7]2[CH:20]=[CH:19][C:10]3[N:11]=[C:12]([N:14]4[CH2:17][CH:16]([OH:18])[CH2:15]4)[S:13][C:9]=3[CH:8]=2)[CH:4]=[N:3]1.CC(OI1(OC(C)=O)(OC(C)=O)OC(=O)C2C=CC=CC1=2)=O.CC(C)=O.CS(C)=O.